From a dataset of Reaction yield outcomes from USPTO patents with 853,638 reactions. Predict the reaction yield, written as a fraction of the theoretical maximum amount of product (1.0 means a 100% yield; for example, 0.34 means a 34% yield). The catalyst is CN(C=O)C. The yield is 0.380. The reactants are [F:1][C:2]1[CH:11]=[C:10]2[C:5]([CH2:6][CH2:7][C:8](=[O:12])[NH:9]2)=[CH:4][C:3]=1[CH3:13].[H-].[Na+].[Cl:16][CH2:17][CH2:18][CH2:19]I. The product is [Cl:16][CH2:17][CH2:18][CH2:19][N:9]1[C:10]2[C:5](=[CH:4][C:3]([CH3:13])=[C:2]([F:1])[CH:11]=2)[CH2:6][CH2:7][C:8]1=[O:12].